From a dataset of Human Reference Interactome with 51,813 positive PPI pairs across 8,248 proteins, plus equal number of experimentally-validated negative pairs. Binary Classification. Given two protein amino acid sequences, predict whether they physically interact or not. (1) Protein 1 (ENSG00000073150) has sequence MHHLLEQSADMATALLAGEKLRELILPGAQDDKAGALAALLLQLKLELPFDRVVTIGTVLVPILLVTLVFTKNFAEEPIYCYTPHNFTRDQALYARGYCWTELRDALPGVDASLWPSLFEHKFLPYALLAFAAIMYVPALGWEFLASTRLTSELNFLLQEIDNCYHRAAEGRAPKIEKQIQSKGPGITEREKREIIENAEKEKSPEQNLFEKYLERRGRSNFLAKLYLARHVLILLLSAVPISYLCTYYATQKQNEFTCALGASPDGAAGAGPAVRVSCKLPSVQLQRIIAGVDIVLLCV.... Protein 2 (ENSG00000102893) has sequence MAGAAGLTAEVSWKVLERRARTKRSGSVYEPLKSINLPRPDNETLWDKLDHYYRIVKSTLLLYQSPTTGLFPTKTCGGDQKAKIQDSLYCAAGAWALALAYRRIDDDKGRTHELEHSAIKCMRGILYCYMRQADKVQQFKQDPRPTTCLHSVFNVHTGDELLSYEEYGHLQINAVSLYLLYLVEMISSGLQIIYNTDEVSFIQNLVFCVERVYRVPDFGVWERGSKYNNGSTELHSSSVGLAKAALEAINGFNLFGNQGCSWSVIFVDLDAHNRNRQTLCSLLPRESRSHNTDAALLPCI.... Result: 0 (the proteins do not interact). (2) Protein 1 (ENSG00000215475) has sequence MLFFTQCFGAVLDLIHLRFQHYKAKRVFSAAGQLVCVVNPTHNLKYVSSRRAVTQSAPEQGSFHPHHLSHHHCHHRHHHHLRHHAHPHHLHHQEAGLHANPVTPCLCMCPLFSCQWEGRLEVVVPHLRQIHRVDILQGAEIVFLATDMHLPAPADWIIMHSCLGHHFLLVLRKQERHEGHPQFFATMMLIGTPTQADCFTYRLELNRNHRRLKWEATPRSVLECVDSVITDGDCLVLNTSLAQLFSDNGSLAIGIAITATEVLPSEAEM*. Protein 2 (ENSG00000152492) has sequence MAEVSIDQSKLPGVKEVCRDFAVLEDHTLAHSLQEQEIEHHLASNVQRNRLVQHDLQVAKQLQEEDLKAQAQLQKRYKDLEQQDCEIAQEIQEKLAIEAERRRIQEKKDEDIARLLQEKELQEEKKRKKHFPEFPATRAYADSYYYEDGDQPGSRRARELGSGFSRPCRLQRDGKTVKHKKEKPEHPLENLEEPEQHCSSKRSLSSSSSGKGRDNPHINNEQHERKRSTQERPRRPLLPTISGEVFLSTECDDWETKINHQTRNWEKQSRHQDRLSPKSSQKAGLHCKEVVYGRDHGQGE.... Result: 0 (the proteins do not interact). (3) Protein 1 (ENSG00000184502) has sequence MQRLCVYVLIFALALAAFSEASWKPRSQQPDAPLGTGANRDLELPWLEQQGPASHHRRQLGPQGPPHLVADPSKKQGPWLEEEEEAYGWMDFGRRSAEDEN*. Protein 2 (ENSG00000013275) has sequence MEEIGILVEKAQDEIPALSVSRPQTGLSFLGPEPEDLEDLYSRYKKLQQELEFLEVQEEYIKDEQKNLKKEFLHAQEEVKRIQSIPLVIGQFLEAVDQNTAIVGSTTGSNYYVRILSTIDRELLKPNASVALHKHSNALVDVLPPEADSSIMMLTSDQKPDVMYADIGGMDIQKQEVREAVELPLTHFELYKQIGIDPPRGVLMYGPPGCGKTMLAKAVAHHTTAAFIRVVGSEFVQKYLGEGPRMVRDVFRLAKENAPAIIFIDEIDAIATKRFDAQTGADREVQRILLELLNQMDGFD.... Result: 0 (the proteins do not interact). (4) Protein 1 (ENSG00000205765) has sequence MAAAVSSVVRRVEELGDLAQAHIQQLSEAAGEDDHFLIRASAALEKLKLLCGEEKECSNPSNLLELYTQAILDMTYFEENKLVDEDFPEDSSSQKVKELISFLSEPEILVKENNMHPKHCNLLGDELLECLSWRRGALLYMYCHSLTKRREWLLRKSSLLKKYLLDGISYLLQMLNYRCPIQLNEGVSFQDLDTAKLLSAGIFSDIHLLAMMYSGEMCYWGSKYCADQQPENHEVDTSVSGAGCTTYKEPLDFREVGEKILKKYVSVCEGPLKEQEWNTTNAKQILNFFHHRCN*MAAAV.... Protein 2 (ENSG00000162460) has sequence MFSLPSLPSWLPGLPSLEWGSSLLDSLLQGLIGALGVLVLNSLLKVYFFVGCANDPQRRPEKERLRAQWASLETVHLAGLALFLTVVGSRVAALVVLEFSLRAVSTLLSLGKGSQGAAERLQLYLLCQYSLGCGLTCGLSFLQEGAPHRTLNLLLSLGLATLLGLGARRLHRHVCRLYELHSSQRYCGVCLGLLAHAHGLPQLLGRALAIAFAVGDLAAVALINQDFLTTSEAMRFWTPLTICYTLLVIYMQEEQRQHPGLQSQVQTVLVRMGGLFVLLLTVGRWLDLLGILVSLLGELW.... Result: 0 (the proteins do not interact). (5) Protein 1 (ENSG00000111049) has sequence MDVMDGCQFSPSEYFYDGSCIPSPEGEFGDEFVPRVAAFGAHKAELQGSDEDEHVRAPTGHHQAGHCLMWACKACKRKSTTMDRRKAATMRERRRLKKVNQAFETLKRCTTTNPNQRLPKVEILRNAIRYIESLQELLREQVENYYSLPGQSCSEPTSPTSNCSDGMPECNSPVWSRKSSTFDSIYCPDVSNVYATDKNSLSSLDCLSNIVDRITSSEQPGLPLQDLASLSPVASTDSQPATPGASSSRLIYHVL*. Protein 2 (ENSG00000260428) has sequence MSFATLRPAPPGRYLYPEVSPLSEDEDRGSDSSGSDEKPCRVHAARCGLQGARRRAGGRRAGGGGPGGRPGREPRQRHTANARERDRTNSVNTAFTALRTLIPTEPADRKLSKIETLRLASSYISHLGNVLLAGEACGDGQPCHSGPAFFHAARAGSPPPPPPPPPARDGENTQPKQICTFCLSNQRKLSKDRDRKTAIRS*. Result: 1 (the proteins interact). (6) Protein 1 (ENSG00000085741) has sequence MRARPQVCEALLFALALQTGVCYGIKWLALSKTPSALALNQTQHCKQLEGLVSAQVQLCRSNLELMHTVVHAAREVMKACRRAFADMRWNCSSIELAPNYLLDLERGTRESAFVYALSAAAISHAIARACTSGDLPGCSCGPVPGEPPGPGNRWGGCADNLSYGLLMGAKFSDAPMKVKKTGSQANKLMRLHNSEVGRQALRASLEMKCKCHGVSGSCSIRTCWKGLQELQDVAADLKTRYLSATKVVHRPMGTRKHLVPKDLDIRPVKDSELVYLQSSPDFCMKNEKVGSHGTQDRQCN.... Protein 2 (ENSG00000143158) has sequence MSAAGARGLRATYHRLLDKVELMLPEKLRPLYNHPAGPRTVFFWAPIMKWGLVCAGLADMARPAEKLSTAQSAVLMATGFIWSRYSLVIIPKNWSLFAVNFFVGAAGASQLFRIWRYNQELKAKAHK*MSAAGARGLRATYHRLLDKVELMLPEKLRPLYNHPAGPRTVFFWAPIMKWGLVCAGLADMARPAEKLSTAQSAVLMATGFIWSRYSLVIIPKNWSLFAVNFFVGA. Result: 0 (the proteins do not interact). (7) Protein 1 (ENSG00000110442) has sequence MAALTAEHFAALQSLLKASSKDVVRQLCQESFSSSALGLKKLLDVTCSSLSVTQEEAEELLQALHRLTRLVAFRDLSSAEAILALFPENFHQNLKNLLTKIILEHVSTWRTEAQANQISLPRLVDLDWRVDIKTSSDSISRMAVPTCLLQMKIQEDPSLCGDKPSISAVTVELSKETLDTMLDGLGRIRDQLSAVASK*MAALTAEHFAALQSLLKLLQALHRLTRLVAFRDLSSAEAILALFPENFHQNLKNLLTKIILEHVSTWRTEAQANQISLPRLVDLDWRVDIKTSSDSISRMA.... Protein 2 (ENSG00000167196) has sequence MEPVGCCGECRGSSVDPRSTFVLSNLAEVVERVLTFLPAKALLRVACVCRLWRECVRRVLRTHRSVTWISAGLAEAGHLEGHCLVRVVAEELENVRILPHTVLYMADSETFISLEECRGHKRARKRTSMETALALEKLFPKQCQVLGIVTPGIVVTPMGSGSNRPQEIEIGESGFALLFPQIEGIKIQPFHFIKDPKNLTLERHQLTEVGLLDNPELRVVLVFGYNCCKVGASNYLQQVVSTFSDMNIILAGGQVDNLSSLTSEKNPLDIDASGVVGLSFSGHRIQSATVLLNEDVSDEK.... Result: 0 (the proteins do not interact). (8) Protein 1 (ENSG00000184110) has sequence MSRFFTTGSDSESESSLSGEELVTKPVGGNYGKQPLLLSEDEEDTKRVVRSAKDKRFEELTNLIRTIRNAMKIRDVTKCLEEFELLGKAYGKAKSIVDKEGVPRFYIRILADLEDYLNELWEDKEGKKKMNKNNAKALSTLRQKIRKYNRDFESHITSYKQNPEQSADEDAEKNEEDSEGSSDEDEDEDGVSAATFLKKKSEAPSGESRKFLKKMDDEDEDSEDSEDDEDWDTGSTSSDSDSEEEEGKQTALASRFLKKAPTTDEDKKAAEKKREDKAKKKHDRKSKRLDEEEEDNEGGE.... Protein 2 (ENSG00000187824) has sequence MAPALWRACNGLMAAFFALAALVQVNDPDAEVWVVVYTIPAVLTLLVGLNPEVTGNVIWKSISAIHILFCTVWAVGLASYLLHRTQQNILHEEEGRELSGLVIITAWIILCHSSSKNPVGGRIQLAIAIVITLFPFISWVYIYINKEMRSSWPTHCKTVI*MAPALWRACNGLMAAFFALAALVQVVYTIPAVLTLLVGLNPEVTGNVIWKSISAIHILFCTVWAVGLASYLLHRTQQNILHEEEGRELSGLVIITAWIILCHSSSKNPVGGRIQLAIAIVITLFPFISWVYIYINKEMR.... Result: 0 (the proteins do not interact).